This data is from Retrosynthesis with 50K atom-mapped reactions and 10 reaction types from USPTO. The task is: Predict the reactants needed to synthesize the given product. (1) Given the product CC(C)COC(=O)Nc1ccc(-c2cnc3c(-c4ccc(N5CCNCC5)cc4)cnn3c2N)cc1, predict the reactants needed to synthesize it. The reactants are: CC(C)COC(=O)Nc1ccc(-c2cnc3c(-c4ccc(N5CCN(C(=O)OCc6ccccc6)CC5)cc4)cnn3c2N)cc1. (2) Given the product CC(=O)O[C@@H]1NC(=O)[C@H]1C(C)O, predict the reactants needed to synthesize it. The reactants are: CC(=O)O[C@@H]1NC(=O)[C@H]1C(C)O[Si](C)(C)C(C)(C)C. (3) The reactants are: COC(=O)c1ccccc1CBr.N#Cc1ccc(O)c(F)c1. Given the product COC(=O)c1ccccc1COc1ccc(C#N)cc1F, predict the reactants needed to synthesize it. (4) Given the product COc1ccc(CNC2(Cc3ccccc3)CCC(=O)CC2)cc1, predict the reactants needed to synthesize it. The reactants are: COc1ccc(CNC2(Cc3ccccc3)CCC3(CC2)OCCO3)cc1. (5) Given the product S=C(Nc1ccccc1)Nc1ncccc1OCc1ccc(Cl)cc1, predict the reactants needed to synthesize it. The reactants are: Nc1ncccc1OCc1ccc(Cl)cc1.S=C=Nc1ccccc1.